Dataset: Reaction yield outcomes from USPTO patents with 853,638 reactions. Task: Predict the reaction yield, written as a fraction of the theoretical maximum amount of product (1.0 means a 100% yield; for example, 0.34 means a 34% yield). (1) The reactants are [CH:1]1([C:4]([N:6]2[CH2:10][CH2:9][C@@H:8]([CH2:11][N:12]3[C:16]([C:17]4[CH:22]=[CH:21][C:20]([C:23]5[CH:28]=[CH:27][C:26]([F:29])=[CH:25][CH:24]=5)=[CH:19][CH:18]=4)=[N:15][NH:14][C:13]3=[O:30])[CH2:7]2)=[O:5])[CH2:3][CH2:2]1.[C:31](OC(=O)C)(=[O:33])[CH3:32]. No catalyst specified. The product is [C:31]([N:14]1[C:13](=[O:30])[N:12]([CH2:11][C@@H:8]2[CH2:9][CH2:10][N:6]([C:4]([CH:1]3[CH2:3][CH2:2]3)=[O:5])[CH2:7]2)[C:16]([C:17]2[CH:22]=[CH:21][C:20]([C:23]3[CH:24]=[CH:25][C:26]([F:29])=[CH:27][CH:28]=3)=[CH:19][CH:18]=2)=[N:15]1)(=[O:33])[CH3:32]. The yield is 0.424. (2) The reactants are Br[C:2]1[CH:11]=[CH:10][C:9]2[C:4](=[CH:5][CH:6]=[C:7]([O:12][CH2:13][CH3:14])[CH:8]=2)[CH:3]=1.C([Li])CCC.C[O:21][B:22](OC)[O:23]C.[Cl-].[NH4+]. The catalyst is O1CCCC1.CCCCCC.O. The product is [CH2:13]([O:12][C:7]1[CH:6]=[C:5]([B:22]([OH:23])[OH:21])[C:4]2[C:9]([CH:8]=1)=[CH:10][CH:11]=[CH:2][CH:3]=2)[CH3:14]. The yield is 0.920. (3) The yield is 0.860. The reactants are [C:1]1([CH2:7][CH2:8][CH2:9][CH2:10][CH2:11][CH2:12][C:13]([C:15]2[S:16][C:17]([C:20]3[N:25]=[C:24]([C:26]([O:28]C)=[O:27])[CH:23]=[CH:22][CH:21]=3)=[CH:18][N:19]=2)=[O:14])[CH:6]=[CH:5][CH:4]=[CH:3][CH:2]=1. The product is [C:1]1([CH2:7][CH2:8][CH2:9][CH2:10][CH2:11][CH2:12][C:13]([C:15]2[S:16][C:17]([C:20]3[N:25]=[C:24]([C:26]([OH:28])=[O:27])[CH:23]=[CH:22][CH:21]=3)=[CH:18][N:19]=2)=[O:14])[CH:6]=[CH:5][CH:4]=[CH:3][CH:2]=1. The catalyst is CC(O)=O.CCOC(C)=O. (4) The reactants are F[C:2]1[CH:7]=[CH:6][CH:5]=[C:4]([F:8])[C:3]=1[O:9][CH3:10].C[Si](C)(C)[N-:13][Si](C)(C)C.[K+].O.S(=O)(=O)(O)O.[C:27]1([CH3:33])[CH:32]=CC=C[CH:28]=1. The catalyst is C(OCC)(=O)C. The product is [F:8][C:4]1[C:3]([O:9][CH3:10])=[C:2]([C:27]([CH3:33])([CH3:32])[C:28]#[N:13])[CH:7]=[CH:6][CH:5]=1. The yield is 0.571. (5) The reactants are [C:1](Cl)([C:14]1[CH:19]=[CH:18][CH:17]=[CH:16][CH:15]=1)([C:8]1[CH:13]=[CH:12][CH:11]=[CH:10][CH:9]=1)[C:2]1[CH:7]=[CH:6][CH:5]=[CH:4][CH:3]=1.CCN(CC)CC.[CH2:28]([OH:33])/[CH:29]=[CH:30]\[CH2:31][OH:32].CCOC(C)=O.CCCCCC. The catalyst is CN(C1C=CN=CC=1)C.C(Cl)Cl.O. The product is [C:1]([O:32][CH2:31][CH:30]=[CH:29][CH2:28][OH:33])([C:14]1[CH:19]=[CH:18][CH:17]=[CH:16][CH:15]=1)([C:8]1[CH:13]=[CH:12][CH:11]=[CH:10][CH:9]=1)[C:2]1[CH:7]=[CH:6][CH:5]=[CH:4][CH:3]=1. The yield is 0.810.